From a dataset of Reaction yield outcomes from USPTO patents with 853,638 reactions. Predict the reaction yield, written as a fraction of the theoretical maximum amount of product (1.0 means a 100% yield; for example, 0.34 means a 34% yield). (1) The reactants are N1C=CC=CC=1.[CH:7]1([C:10](Cl)=[O:11])[CH2:9][CH2:8]1.[NH2:13][C:14]1[C:22]2[C:17](=[N:18][CH:19]=[C:20]([Cl:38])[C:21]=2[N:23]2[CH2:28][CH2:27][CH2:26][C@@H:25]([N:29]([CH3:37])[C:30](=[O:36])[O:31][C:32]([CH3:35])([CH3:34])[CH3:33])[CH2:24]2)[NH:16][CH:15]=1.[Li+].[OH-]. The catalyst is CN1C(=O)CCC1.CC#N.O.C(Cl)Cl.O. The product is [Cl:38][C:20]1[C:21]([N:23]2[CH2:28][CH2:27][CH2:26][C@@H:25]([N:29]([CH3:37])[C:30](=[O:36])[O:31][C:32]([CH3:33])([CH3:34])[CH3:35])[CH2:24]2)=[C:22]2[C:14]([NH:13][C:10]([CH:7]3[CH2:9][CH2:8]3)=[O:11])=[CH:15][NH:16][C:17]2=[N:18][CH:19]=1. The yield is 0.480. (2) The reactants are [F:1][C:2]([F:6])([F:5])[CH2:3][OH:4].[H-].[Na+].[Br:9][C:10]1[C:11](Cl)=[N:12][CH:13]=[CH:14][CH:15]=1.[Cl-].[NH4+]. The catalyst is C1COCC1. The product is [Br:9][C:10]1[C:11]([O:4][CH2:3][C:2]([F:6])([F:5])[F:1])=[N:12][CH:13]=[CH:14][CH:15]=1. The yield is 0.640. (3) The reactants are [F:1][C:2]1[CH:3]=[C:4]([CH:8]=[CH:9][C:10]=1[OH:11])[C:5]([OH:7])=[O:6].S(=O)(=O)(O)O.[CH3:17]O. No catalyst specified. The product is [F:1][C:2]1[CH:3]=[C:4]([CH:8]=[CH:9][C:10]=1[OH:11])[C:5]([O:7][CH3:17])=[O:6]. The yield is 0.870. (4) The reactants are [CH2:1]([NH2:5])[CH2:2][CH2:3][CH3:4].C=O.[ClH:8].[CH3:9][O:10][C:11]1[CH:16]=[CH:15][C:14]([C:17]([C:19]2[CH:24]=[CH:23][CH:22]=[CH:21][N:20]=2)=O)=[CH:13][CH:12]=1.[C:25](=O)(O)[O-].[Na+]. The catalyst is C(#N)C.C(O)C. The product is [Cl-:8].[CH2:1]([N:5]1[C:17]([C:14]2[CH:15]=[CH:16][C:11]([O:10][CH3:9])=[CH:12][CH:13]=2)=[C:19]2[CH:24]=[CH:23][CH:22]=[CH:21][N+:20]2=[CH:25]1)[CH2:2][CH2:3][CH3:4]. The yield is 0.660. (5) The reactants are Cl[C:2]1[C:7]([C:8]([NH2:10])=[O:9])=[CH:6][N:5]=[C:4](Cl)[CH:3]=1.[C:12]([NH:20][C:21]1[CH:26]=[CH:25][C:24]([OH:27])=[CH:23][CH:22]=1)(=[O:19])[C:13]1[CH:18]=[CH:17][CH:16]=[CH:15][CH:14]=1.C(O[C:33](=[O:40])[NH:34][C@H:35]1[CH2:39][CH2:38][NH:37][CH2:36]1)(C)(C)C.[C:41](O)(=O)[CH:42]=C. No catalyst specified. The product is [C:33]([NH:34][C@H:35]1[CH2:39][CH2:38][N:37]([C:4]2[CH:3]=[C:2]([O:27][C:24]3[CH:23]=[CH:22][C:21]([NH:20][C:12](=[O:19])[C:13]4[CH:14]=[CH:15][CH:16]=[CH:17][CH:18]=4)=[CH:26][CH:25]=3)[C:7]([C:8]([NH2:10])=[O:9])=[CH:6][N:5]=2)[CH2:36]1)(=[O:40])[CH:41]=[CH2:42]. The yield is 0.418.